This data is from Catalyst prediction with 721,799 reactions and 888 catalyst types from USPTO. The task is: Predict which catalyst facilitates the given reaction. The catalyst class is: 2. Reactant: S(Cl)(C)(=O)=O.O[CH2:7][CH2:8][CH2:9][CH2:10][C:11]([C:13]1[CH:18]=[CH:17][CH:16]=[CH:15][CH:14]=1)=[O:12].CCN(CC)CC.[N:26]1([CH:32]2[CH2:37][CH2:36][NH:35][CH2:34][CH2:33]2)[CH2:31][CH2:30][CH2:29][CH2:28][CH2:27]1. Product: [N:26]1([CH:32]2[CH2:37][CH2:36][N:35]([CH2:7][CH2:8][CH2:9][CH2:10][C:11]([C:13]3[CH:18]=[CH:17][CH:16]=[CH:15][CH:14]=3)=[O:12])[CH2:34][CH2:33]2)[CH2:31][CH2:30][CH2:29][CH2:28][CH2:27]1.